Predict the reactants needed to synthesize the given product. From a dataset of Full USPTO retrosynthesis dataset with 1.9M reactions from patents (1976-2016). (1) Given the product [CH3:31][C:30]1([C:26]2[CH:25]=[C:24]([CH:29]=[CH:28][CH:27]=2)[C:22]#[N:19])[O:32][CH2:8][CH2:12][O:11]1, predict the reactants needed to synthesize it. The reactants are: C([C@@H:8]1[CH2:12][O:11]C(=O)N1)C1C=CC=CC=1.C([Li])CCC.[N:19]([CH:22]([C:24]1[CH:25]=[C:26]([C:30](=[O:32])[CH3:31])[CH:27]=[CH:28][CH:29]=1)C)=C=O. (2) The reactants are: C(C=P(CCCC)(CCCC)CCCC)#N.O[CH2:18][C@@H:19]([N:22]([CH2:35][CH2:36][OH:37])[S:23]([C:26]1[CH:31]=[CH:30][CH:29]=[CH:28][C:27]=1[N+:32]([O-:34])=[O:33])(=[O:25])=[O:24])[CH2:20][CH3:21]. Given the product [CH2:20]([C@H:19]1[CH2:18][O:37][CH2:36][CH2:35][N:22]1[S:23]([C:26]1[CH:31]=[CH:30][CH:29]=[CH:28][C:27]=1[N+:32]([O-:34])=[O:33])(=[O:24])=[O:25])[CH3:21], predict the reactants needed to synthesize it. (3) Given the product [F:1][C:2]1[CH:7]=[CH:6][C:5]([O:8][CH3:9])=[CH:4][C:3]=1[NH:10][C:11]1[N:19]=[CH:18][CH:17]=[CH:16][C:12]=1[C:13]([NH:25][C:21]([CH3:22])([C:23]#[CH:24])[CH3:20])=[O:15], predict the reactants needed to synthesize it. The reactants are: [F:1][C:2]1[CH:7]=[CH:6][C:5]([O:8][CH3:9])=[CH:4][C:3]=1[NH:10][C:11]1[N:19]=[CH:18][CH:17]=[CH:16][C:12]=1[C:13]([OH:15])=O.[CH3:20][C:21]([NH2:25])([C:23]#[CH:24])[CH3:22].C1C=CC2N(O)N=NC=2C=1.CCN=C=NCCCN(C)C.CCN(C(C)C)C(C)C.